This data is from Full USPTO retrosynthesis dataset with 1.9M reactions from patents (1976-2016). The task is: Predict the reactants needed to synthesize the given product. Given the product [Br:1][C:2]1[CH:3]=[CH:4][C:5]([O:11][CH2:12][C:13]2[CH:18]=[CH:17][CH:16]=[CH:15][CH:14]=2)=[C:6]([CH:10]=1)[C:7]([NH:38][C:34]1[CH:35]=[CH:36][CH:37]=[C:32]([F:31])[CH:33]=1)=[O:9], predict the reactants needed to synthesize it. The reactants are: [Br:1][C:2]1[CH:3]=[CH:4][C:5]([O:11][CH2:12][C:13]2[CH:18]=[CH:17][CH:16]=[CH:15][CH:14]=2)=[C:6]([CH:10]=1)[C:7]([OH:9])=O.C1N=CN(C(N2C=NC=C2)=O)C=1.[F:31][C:32]1[CH:33]=[C:34]([NH2:38])[CH:35]=[CH:36][CH:37]=1.